Predict the reactants needed to synthesize the given product. From a dataset of Full USPTO retrosynthesis dataset with 1.9M reactions from patents (1976-2016). (1) Given the product [CH3:5][C@H:4]1[CH2:3][CH:9]1[C@H:10]([NH:11][C:20]1[CH:21]=[C:22]([CH:26]=[C:27]([N:29]([CH3:34])[S:30]([CH3:33])(=[O:32])=[O:31])[N:28]=1)[C:23]([OH:25])=[O:24])[CH3:13], predict the reactants needed to synthesize it. The reactants are: ClC1[CH:3]=[C:4]([CH:9]=[C:10](Cl)[N:11]=1)[C:5](OC)=O.[CH3:13]NS(C)(=O)=O.Cl[C:20]1[CH:21]=[C:22]([CH:26]=[C:27]([N:29]([CH3:34])[S:30]([CH3:33])(=[O:32])=[O:31])[N:28]=1)[C:23]([OH:25])=[O:24]. (2) The reactants are: [CH2:1]([N:8]1[N:17]=[C:16](Cl)[C:15]2[C:10](=[CH:11][CH:12]=[CH:13][CH:14]=2)[C:9]1=[O:19])[C:2]1[CH:7]=[CH:6][CH:5]=[CH:4][CH:3]=1.[CH3:20][O:21][C:22]1[CH:23]=[C:24]([CH:26]=[C:27]([O:31][CH3:32])[C:28]=1[O:29][CH3:30])[NH2:25].C1(P(C2C=CC=CC=2)C2C=CC3C(=CC=CC=3)C=2C2C3C(=CC=CC=3)C=CC=2P(C2C=CC=CC=2)C2C=CC=CC=2)C=CC=CC=1.CC(C)([O-])C.[K+]. Given the product [CH2:1]([N:8]1[N:17]=[C:16]([NH:25][C:24]2[CH:26]=[C:27]([O:31][CH3:32])[C:28]([O:29][CH3:30])=[C:22]([O:21][CH3:20])[CH:23]=2)[C:15]2[C:10](=[CH:11][CH:12]=[CH:13][CH:14]=2)[C:9]1=[O:19])[C:2]1[CH:7]=[CH:6][CH:5]=[CH:4][CH:3]=1, predict the reactants needed to synthesize it.